This data is from Catalyst prediction with 721,799 reactions and 888 catalyst types from USPTO. The task is: Predict which catalyst facilitates the given reaction. (1) Reactant: [CH:1]1([CH2:7][C:8]2[O:12][C:11]([C:13]([O:15][CH2:16][CH3:17])=[O:14])=[N:10][CH:9]=2)[CH2:6][CH2:5][CH2:4][CH2:3][CH2:2]1.Br[C:19]1[C:28]2[C:23](=[CH:24][CH:25]=[CH:26][CH:27]=2)[C:22]([S:29]([NH:32][C:33]([CH3:36])([CH3:35])[CH3:34])(=[O:31])=[O:30])=[CH:21][CH:20]=1.C1C=CC(P(C2C=CC=CC=2)C2C=CC=CC=2)=CC=1. Product: [C:33]([NH:32][S:29]([C:22]1[C:23]2[C:28](=[CH:27][CH:26]=[CH:25][CH:24]=2)[C:19]([C:9]2[N:10]=[C:11]([C:13]([O:15][CH2:16][CH3:17])=[O:14])[O:12][C:8]=2[CH2:7][CH:1]2[CH2:2][CH2:3][CH2:4][CH2:5][CH2:6]2)=[CH:20][CH:21]=1)(=[O:31])=[O:30])([CH3:36])([CH3:34])[CH3:35]. The catalyst class is: 416. (2) Reactant: [Si:1]([O:8][C@@H:9]1[C@H:13]([CH2:14][O:15][Si:16]([C:19]([CH3:22])([CH3:21])[CH3:20])([CH3:18])[CH3:17])[CH2:12][C@@H:11]([O:23][C:24]2[CH:29]=[C:28](Cl)[N:27]=[CH:26][N:25]=2)[CH2:10]1)([C:4]([CH3:7])([CH3:6])[CH3:5])([CH3:3])[CH3:2].[C:31]1(B(O)O)[CH:36]=[CH:35][CH:34]=[CH:33][CH:32]=1. Product: [Si:1]([O:8][C@@H:9]1[C@H:13]([CH2:14][O:15][Si:16]([C:19]([CH3:22])([CH3:21])[CH3:20])([CH3:18])[CH3:17])[CH2:12][C@@H:11]([O:23][C:24]2[CH:29]=[C:28]([C:31]3[CH:36]=[CH:35][CH:34]=[CH:33][CH:32]=3)[N:27]=[CH:26][N:25]=2)[CH2:10]1)([C:4]([CH3:7])([CH3:6])[CH3:5])([CH3:3])[CH3:2]. The catalyst class is: 257. (3) Reactant: [Cl:1][C:2]1[CH:7]=[CH:6][C:5]([S:8][CH2:9][CH2:10][NH:11][CH2:12][C:13]([O:15][C:16](C)(C)[CH3:17])=[O:14])=[CH:4][CH:3]=1.Cl. Product: [Cl:1][C:2]1[CH:3]=[CH:4][C:5]([S:8][CH2:9][CH2:10][NH:11][CH2:12][C:13]([O:15][CH2:16][CH3:17])=[O:14])=[CH:6][CH:7]=1. The catalyst class is: 714. (4) Reactant: [Cl:1][C:2]1[CH:7]=[CH:6][C:5]([C:8]2([C:12](O)=[O:13])[CH2:11][CH2:10][CH2:9]2)=[CH:4][CH:3]=1.CO. Product: [Cl:1][C:2]1[CH:3]=[CH:4][C:5]([C:8]2([CH2:12][OH:13])[CH2:11][CH2:10][CH2:9]2)=[CH:6][CH:7]=1. The catalyst class is: 1. (5) Reactant: [N:1]1[N:5]2[CH:6]=[CH:7][C:8]([C:10]#[N:11])=[N:9][C:4]2=[CH:3][CH:2]=1. Product: [N:1]1[N:5]2[CH:6]=[CH:7][C:8]([CH2:10][NH2:11])=[N:9][C:4]2=[CH:3][CH:2]=1. The catalyst class is: 834. (6) Reactant: [CH3:1][O:2][CH:3]([CH:37]1[CH2:42][CH2:41][NH:40][CH2:39][CH2:38]1)[C:4]1[CH:32]=[CH:31][C:30]([C:33]([F:36])([F:35])[F:34])=[CH:29][C:5]=1[CH2:6][N:7]([CH2:14][C:15]1[CH:20]=[C:19]([C:21]([F:24])([F:23])[F:22])[CH:18]=[C:17]([C:25]([F:28])([F:27])[F:26])[CH:16]=1)[C:8]1[N:9]=[N:10][N:11]([CH3:13])[N:12]=1.CC[N:45]([CH:49](C)C)C(C)C.C(Cl)(Cl)=[O:53].C1(C)C=CC=CC=1.N. Product: [F:26][C:25]([F:28])([F:27])[C:17]1[CH:16]=[C:15]([CH:20]=[C:19]([C:21]([F:24])([F:23])[F:22])[CH:18]=1)[CH2:14][N:7]([CH2:6][C:5]1[CH:29]=[C:30]([C:33]([F:36])([F:35])[F:34])[CH:31]=[CH:32][C:4]=1[CH:3]([O:2][CH3:1])[CH:37]1[CH2:38][CH2:39][N:40]([C:49]([NH2:45])=[O:53])[CH2:41][CH2:42]1)[C:8]1[N:9]=[N:10][N:11]([CH3:13])[N:12]=1. The catalyst class is: 2. (7) Reactant: Cl.[O:2]1[CH2:6][CH2:5][CH:4]([CH2:7][NH2:8])[CH2:3]1.[OH-].[Na+].[F:11][C:12]([C:20]1[O:24][N:23]=[C:22]([C:25](Cl)=[O:26])[CH:21]=1)([F:19])[C:13]1[CH:18]=[CH:17][CH:16]=[CH:15][CH:14]=1. Product: [O:2]1[CH2:6][CH2:5][CH:4]([CH2:7][NH:8][C:25]([C:22]2[CH:21]=[C:20]([C:12]([F:19])([F:11])[C:13]3[CH:18]=[CH:17][CH:16]=[CH:15][CH:14]=3)[O:24][N:23]=2)=[O:26])[CH2:3]1. The catalyst class is: 11. (8) Reactant: [C:1]([O:5][C:6]([NH:8][CH:9]1[C:23](=[O:24])[N:22]2[CH2:25][C@H:26]([O:28][C:29]3[CH:34]=[C:33]([C:35]4[CH:40]=[CH:39][CH:38]=[CH:37][N:36]=4)[N:32]=[C:31]4[CH:41]=[CH:42][S:43][C:30]=34)[CH2:27][C@H:21]2[C:20](=[O:44])[NH:19][C@:18]2([C:46]([O:48]C)=[O:47])[CH2:45][C@H:17]2[CH:16]=[CH:15][CH2:14][CH2:13][CH2:12][CH2:11][CH2:10]1)=[O:7])([CH3:4])([CH3:3])[CH3:2].O1CCCC1.[OH-].[Li+]. Product: [C:1]([O:5][C:6]([NH:8][C@@H:9]1[C:23](=[O:24])[N:22]2[CH2:25][C@H:26]([O:28][C:29]3[CH:34]=[C:33]([C:35]4[CH:40]=[CH:39][CH:38]=[CH:37][N:36]=4)[N:32]=[C:31]4[CH:41]=[CH:42][S:43][C:30]=34)[CH2:27][C@H:21]2[C:20](=[O:44])[NH:19][C@:18]2([C:46]([OH:48])=[O:47])[CH2:45][C@H:17]2[CH:16]=[CH:15][CH2:14][CH2:13][CH2:12][CH2:11][CH2:10]1)=[O:7])([CH3:4])([CH3:2])[CH3:3]. The catalyst class is: 5. (9) Reactant: [CH3:1][O:2][C:3](=[O:25])[C:4]1[C:9]([F:10])=[CH:8][C:7](F)=[CH:6][C:5]=1[NH:12][C:13](=[O:24])[CH2:14][C:15]1[CH:23]=[CH:22][C:18]2[O:19][CH2:20][O:21][C:17]=2[CH:16]=1.[CH3:26][N:27]1[CH2:32][CH2:31][NH:30][CH2:29][CH2:28]1. Product: [CH3:1][O:2][C:3](=[O:25])[C:4]1[C:9]([F:10])=[CH:8][C:7]([N:30]2[CH2:31][CH2:32][N:27]([CH3:26])[CH2:28][CH2:29]2)=[CH:6][C:5]=1[NH:12][C:13](=[O:24])[CH2:14][C:15]1[CH:23]=[CH:22][C:18]2[O:19][CH2:20][O:21][C:17]=2[CH:16]=1. The catalyst class is: 16.